This data is from Forward reaction prediction with 1.9M reactions from USPTO patents (1976-2016). The task is: Predict the product of the given reaction. (1) Given the reactants [N+:1]([C:4]1[CH:26]=[CH:25][C:7]([CH2:8][C@@H:9]2[N:13]([C:14]([O:16][C:17]([CH3:20])([CH3:19])[CH3:18])=[O:15])[C:12](=[O:21])[C@@H:11]([CH2:22][CH:23]=[O:24])[CH2:10]2)=[CH:6][CH:5]=1)([O-:3])=[O:2].[BH4-].[Na+], predict the reaction product. The product is: [OH:24][CH2:23][CH2:22][C@H:11]1[CH2:10][C@H:9]([CH2:8][C:7]2[CH:25]=[CH:26][C:4]([N+:1]([O-:3])=[O:2])=[CH:5][CH:6]=2)[N:13]([C:14]([O:16][C:17]([CH3:19])([CH3:18])[CH3:20])=[O:15])[C:12]1=[O:21]. (2) Given the reactants C(OC([NH:8][C:9]1[O:17][C:16]2[C:11](=[N:12][CH:13]=[C:14]([C:18]3[CH:19]=[N:20][CH:21]=[N:22][CH:23]=3)[CH:15]=2)[C:10]=1[C:24]([NH:26][C:27]1[CH:28]=[N:29][CH:30]=[CH:31][C:32]=1[N:33]1[CH2:38][C@H:37]([C:39]([F:42])([F:41])[F:40])[CH2:36][C@H:35]([NH:43]C(=O)OC(C)(C)C)[CH2:34]1)=[O:25])=O)(C)(C)C.Cl.O1CCOCC1, predict the reaction product. The product is: [NH2:8][C:9]1[O:17][C:16]2[C:11](=[N:12][CH:13]=[C:14]([C:18]3[CH:23]=[N:22][CH:21]=[N:20][CH:19]=3)[CH:15]=2)[C:10]=1[C:24]([NH:26][C:27]1[CH:28]=[N:29][CH:30]=[CH:31][C:32]=1[N:33]1[CH2:38][C@H:37]([C:39]([F:40])([F:42])[F:41])[CH2:36][C@H:35]([NH2:43])[CH2:34]1)=[O:25]. (3) Given the reactants C(O[CH2:9][CH2:10][C:11]1([CH2:29][CH2:30]OCC2C=CC=CC=2)[C:23]2[CH:22]=[C:21]([C:24]([O:26][CH2:27]C)=[O:25])[CH:20]=[CH:19][C:18]=2[C:17]2[C:12]1=[CH:13][CH:14]=[CH:15][CH:16]=2)C1C=CC=CC=1.[H][H].C1(C)C=CC(S(Cl)(=O)=O)=CC=1.[CH3:52][NH2:53].C(=O)([O-])[O-].[K+].[K+], predict the reaction product. The product is: [CH3:52][N:53]1[CH2:30][CH2:29][C:11]2([C:23]3[CH:22]=[C:21]([C:24]([O:26][CH3:27])=[O:25])[CH:20]=[CH:19][C:18]=3[C:17]3[C:12]2=[CH:13][CH:14]=[CH:15][CH:16]=3)[CH2:10][CH2:9]1. (4) Given the reactants [CH3:1][O:2][C:3]1[CH:12]=[C:11]2[C:6]([CH2:7][CH2:8][C:9](=O)[CH2:10]2)=[CH:5][CH:4]=1.[C:14]([O:18][C:19]([N:21]1[CH2:26][CH2:25][CH:24]([CH2:27][NH2:28])[CH2:23][CH2:22]1)=[O:20])([CH3:17])([CH3:16])[CH3:15].C(O[BH-](OC(=O)C)OC(=O)C)(=O)C.[Na+], predict the reaction product. The product is: [C:14]([O:18][C:19]([N:21]1[CH2:26][CH2:25][CH:24]([CH2:27][NH:28][CH:9]2[CH2:8][CH2:7][C:6]3[C:11](=[CH:12][C:3]([O:2][CH3:1])=[CH:4][CH:5]=3)[CH2:10]2)[CH2:23][CH2:22]1)=[O:20])([CH3:17])([CH3:16])[CH3:15]. (5) Given the reactants [CH:1]1([CH2:7][C:8]2[C:9]([CH3:17])=[C:10]([C:13]([O:15][CH3:16])=[O:14])[O:11][CH:12]=2)[CH2:6][CH2:5][CH2:4][CH2:3][CH2:2]1.[Br:18]Br, predict the reaction product. The product is: [Br:18][C:12]1[O:11][C:10]([C:13]([O:15][CH3:16])=[O:14])=[C:9]([CH3:17])[C:8]=1[CH2:7][CH:1]1[CH2:2][CH2:3][CH2:4][CH2:5][CH2:6]1.